This data is from NCI-60 drug combinations with 297,098 pairs across 59 cell lines. The task is: Regression. Given two drug SMILES strings and cell line genomic features, predict the synergy score measuring deviation from expected non-interaction effect. (1) Drug 1: CC1CCC2CC(C(=CC=CC=CC(CC(C(=O)C(C(C(=CC(C(=O)CC(OC(=O)C3CCCCN3C(=O)C(=O)C1(O2)O)C(C)CC4CCC(C(C4)OC)O)C)C)O)OC)C)C)C)OC. Drug 2: CC1CCC2CC(C(=CC=CC=CC(CC(C(=O)C(C(C(=CC(C(=O)CC(OC(=O)C3CCCCN3C(=O)C(=O)C1(O2)O)C(C)CC4CCC(C(C4)OC)OCCO)C)C)O)OC)C)C)C)OC. Cell line: SN12C. Synergy scores: CSS=1.32, Synergy_ZIP=8.08, Synergy_Bliss=11.8, Synergy_Loewe=3.29, Synergy_HSA=4.59. (2) Drug 1: C(CCl)NC(=O)N(CCCl)N=O. Drug 2: CC1CCCC2(C(O2)CC(NC(=O)CC(C(C(=O)C(C1O)C)(C)C)O)C(=CC3=CSC(=N3)C)C)C. Cell line: TK-10. Synergy scores: CSS=39.4, Synergy_ZIP=-0.202, Synergy_Bliss=0.364, Synergy_Loewe=-15.7, Synergy_HSA=2.85. (3) Drug 1: CC1C(C(=O)NC(C(=O)N2CCCC2C(=O)N(CC(=O)N(C(C(=O)O1)C(C)C)C)C)C(C)C)NC(=O)C3=C4C(=C(C=C3)C)OC5=C(C(=O)C(=C(C5=N4)C(=O)NC6C(OC(=O)C(N(C(=O)CN(C(=O)C7CCCN7C(=O)C(NC6=O)C(C)C)C)C)C(C)C)C)N)C. Drug 2: CC1=C(C(CCC1)(C)C)C=CC(=CC=CC(=CC(=O)O)C)C. Cell line: SW-620. Synergy scores: CSS=13.8, Synergy_ZIP=16.2, Synergy_Bliss=16.7, Synergy_Loewe=11.4, Synergy_HSA=10.1. (4) Drug 1: CN(C)N=NC1=C(NC=N1)C(=O)N. Drug 2: C1CN(CCN1C(=O)CCBr)C(=O)CCBr. Cell line: SN12C. Synergy scores: CSS=1.58, Synergy_ZIP=-2.47, Synergy_Bliss=-0.876, Synergy_Loewe=-10.7, Synergy_HSA=-3.32. (5) Drug 1: CC1C(C(CC(O1)OC2CC(CC3=C2C(=C4C(=C3O)C(=O)C5=C(C4=O)C(=CC=C5)OC)O)(C(=O)C)O)N)O.Cl. Drug 2: CN(CCCl)CCCl.Cl. Cell line: SNB-75. Synergy scores: CSS=9.08, Synergy_ZIP=-0.574, Synergy_Bliss=2.24, Synergy_Loewe=-31.3, Synergy_HSA=1.56. (6) Drug 1: CC(C1=C(C=CC(=C1Cl)F)Cl)OC2=C(N=CC(=C2)C3=CN(N=C3)C4CCNCC4)N. Drug 2: CC(C)NC(=O)C1=CC=C(C=C1)CNNC.Cl. Cell line: OVCAR3. Synergy scores: CSS=-2.94, Synergy_ZIP=6.34, Synergy_Bliss=2.84, Synergy_Loewe=-0.300, Synergy_HSA=-0.214.